This data is from Full USPTO retrosynthesis dataset with 1.9M reactions from patents (1976-2016). The task is: Predict the reactants needed to synthesize the given product. Given the product [NH:8]1[CH2:13][CH2:12][CH:11]([C:14]#[C:15][C:16]2[N:17]=[CH:18][CH:19]=[CH:20][N:21]=2)[CH2:10][CH2:9]1, predict the reactants needed to synthesize it. The reactants are: C(OC([N:8]1[CH2:13][CH2:12][CH:11]([C:14]#[C:15][C:16]2[N:21]=[CH:20][CH:19]=[CH:18][N:17]=2)[CH2:10][CH2:9]1)=O)(C)(C)C.C(O)(C(F)(F)F)=O.